Dataset: Forward reaction prediction with 1.9M reactions from USPTO patents (1976-2016). Task: Predict the product of the given reaction. (1) Given the reactants O[CH2:2][CH:3]1[C:20]2[C@:15]([CH3:22])([CH:16]=[CH:17][C:18](=[O:21])[CH:19]=2)[C@@H:14]2[C@H:5]([C@H:6]3[C@@:10]([CH2:12][CH2:13]2)([CH3:11])[C:9](=[O:23])[CH2:8][CH2:7]3)[CH2:4]1.N1C=CC=CC=1.[Cl-].O, predict the reaction product. The product is: [CH3:11][C@@:10]12[C:9](=[O:23])[CH2:8][CH2:7][C@H:6]1[C@@H:5]1[CH2:4][C:3]([C:20]3[C@@:15]([CH3:22])([C@H:14]1[CH2:13][CH2:12]2)[CH:16]=[CH:17][C:18](=[O:21])[CH:19]=3)=[CH2:2]. (2) Given the reactants [C:1]([C:4]1[CH:5]=[CH:6][C:7]([C:20]2[CH:25]=[CH:24][CH:23]=[CH:22][C:21]=2[F:26])=[C:8]2[C:16]=1[NH:15][C:14]1[CH:13]=[C:12](C(O)=O)[CH:11]=[CH:10][C:9]2=1)(=[O:3])[NH2:2].C1(P([N:41]=[N+]=[N-])(C2C=CC=CC=2)=O)C=CC=CC=1.[C:44]1([CH2:50][OH:51])[CH:49]=[CH:48][CH:47]=[CH:46][CH:45]=1.[O:52]1[CH2:57]COCC1, predict the reaction product. The product is: [C:1]([C:4]1[CH:5]=[CH:6][C:7]([C:20]2[CH:25]=[CH:24][CH:23]=[CH:22][C:21]=2[F:26])=[C:8]2[C:16]=1[NH:15][C:14]1[CH:13]=[C:12]([NH:41][C:57](=[O:52])[O:51][CH2:50][C:44]3[CH:49]=[CH:48][CH:47]=[CH:46][CH:45]=3)[CH:11]=[CH:10][C:9]2=1)(=[O:3])[NH2:2]. (3) Given the reactants N[C:2]1[CH:10]=[CH:9][CH:8]=[C:4]([C:5]([OH:7])=[O:6])[C:3]=1[C:11]([OH:13])=[O:12].[N+]([O-])([O-])=O.[Na+].[I-:19].[K+].NC(N)=O.S([O-])([O-])(=O)=S.[Na+].[Na+], predict the reaction product. The product is: [I:19][C:2]1[CH:10]=[CH:9][CH:8]=[C:4]([C:5]([OH:7])=[O:6])[C:3]=1[C:11]([OH:13])=[O:12]. (4) Given the reactants [CH2:1]([O:3][C:4]1[CH:10]=[CH:9][C:7]([NH2:8])=[CH:6][CH:5]=1)[CH3:2].[N:11]([O-])=O.[Na+].[CH2:15]([O:17][C:18](=[O:24])[CH2:19][C:20](=[O:23])[CH2:21][Cl:22])[CH3:16].[Na+].[Cl-].CC([O-])=O.[Na+], predict the reaction product. The product is: [CH2:15]([O:17][C:18](=[O:24])[CH:19]([N:11]=[N:8][C:7]1[CH:9]=[CH:10][C:4]([O:3][CH2:1][CH3:2])=[CH:5][CH:6]=1)[C:20](=[O:23])[CH2:21][Cl:22])[CH3:16]. (5) Given the reactants [C:1]([N:8]1[CH2:13][CH2:12][CH:11]([C:14]([OH:16])=O)[CH2:10][CH2:9]1)([O:3][C:4]([CH3:7])([CH3:6])[CH3:5])=[O:2].C(Cl)(=O)C([Cl:20])=O, predict the reaction product. The product is: [C:4]([O:3][C:1]([N:8]1[CH2:13][CH2:12][CH:11]([C:14]([Cl:20])=[O:16])[CH2:10][CH2:9]1)=[O:2])([CH3:7])([CH3:6])[CH3:5]. (6) The product is: [ClH:12].[ClH:12].[C:3]([CH:2]([N:26]1[CH2:27][CH2:28][N:23]([CH2:14][C:15]([C:17]2[CH:22]=[CH:21][CH:20]=[CH:19][CH:18]=2)=[O:16])[CH2:24][CH2:25]1)[CH3:11])(=[O:4])[C:5]1[CH:10]=[CH:9][CH:8]=[CH:7][CH:6]=1. Given the reactants Br[CH:2]([CH3:11])[C:3]([C:5]1[CH:10]=[CH:9][CH:8]=[CH:7][CH:6]=1)=[O:4].[ClH:12].Cl.[CH2:14]([N:23]1[CH2:28][CH2:27][NH:26][CH2:25][CH2:24]1)[C:15]([C:17]1[CH:22]=[CH:21][CH:20]=[CH:19][CH:18]=1)=[O:16].C([O-])([O-])=O.[K+].[K+], predict the reaction product.